Dataset: Peptide-MHC class II binding affinity with 134,281 pairs from IEDB. Task: Regression. Given a peptide amino acid sequence and an MHC pseudo amino acid sequence, predict their binding affinity value. This is MHC class II binding data. (1) The peptide sequence is VIPAGELQVIEKVDAAFKVA. The MHC is DRB5_0101 with pseudo-sequence DRB5_0101. The binding affinity (normalized) is 0.714. (2) The peptide sequence is TAGEIHAVPFGLVSM. The MHC is DRB1_0901 with pseudo-sequence DRB1_0901. The binding affinity (normalized) is 0.669. (3) The peptide sequence is QGFIFFFLFNILTGK. The MHC is HLA-DQA10201-DQB10301 with pseudo-sequence HLA-DQA10201-DQB10301. The binding affinity (normalized) is 0. (4) The peptide sequence is GATDVDGMAWFTPVG. The MHC is HLA-DQA10102-DQB10602 with pseudo-sequence HLA-DQA10102-DQB10602. The binding affinity (normalized) is 0.202. (5) The peptide sequence is VEDEARRMWASAQNI. The MHC is DRB1_0404 with pseudo-sequence DRB1_0404. The binding affinity (normalized) is 0.351. (6) The peptide sequence is AWMSAAAAQAEQAAT. The MHC is HLA-DQA10101-DQB10501 with pseudo-sequence HLA-DQA10101-DQB10501. The binding affinity (normalized) is 0.281. (7) The peptide sequence is RGKVVLIDFWAYPCI. The MHC is DRB1_1501 with pseudo-sequence DRB1_1501. The binding affinity (normalized) is 0.575.